From a dataset of Reaction yield outcomes from USPTO patents with 853,638 reactions. Predict the reaction yield, written as a fraction of the theoretical maximum amount of product (1.0 means a 100% yield; for example, 0.34 means a 34% yield). (1) The reactants are [CH:1]1([C:6]([C:8]2[CH:13]=[C:12]([CH3:14])[CH:11]=[CH:10][C:9]=2[NH:15][C:16](=[O:27])[NH:17][C:18]2[S:19][CH:20]=[C:21]([CH2:23][C:24]([OH:26])=[O:25])[N:22]=2)=[O:7])[CH2:5][CH2:4][CH2:3][CH2:2]1.[Cl:28]N1C(=O)CCC1=O. The catalyst is C(#N)C. The yield is 0.240. The product is [Cl:28][C:20]1[S:19][C:18]([NH:17][C:16]([NH:15][C:9]2[CH:10]=[CH:11][C:12]([CH3:14])=[CH:13][C:8]=2[C:6]([CH:1]2[CH2:5][CH2:4][CH2:3][CH2:2]2)=[O:7])=[O:27])=[N:22][C:21]=1[CH2:23][C:24]([OH:26])=[O:25]. (2) The reactants are O[CH2:2][C:3]1[CH:4]=[C:5]([C:14]([O:16][CH2:17][CH3:18])=[O:15])[CH:6]=[C:7]([CH:13]=1)[C:8]([O:10][CH2:11][CH3:12])=[O:9].C1(P(C2C=CC=CC=2)C2C=CC=CC=2)C=CC=CC=1.[S:38]1C=CC=C1CC(O)=O.[CH3:47][CH:48]([O:50]C(/N=N/C(OC(C)C)=O)=O)C. The catalyst is C1COCC1. The product is [C:48]([S:38][CH2:2][C:3]1[CH:4]=[C:5]([C:14]([O:16][CH2:17][CH3:18])=[O:15])[CH:6]=[C:7]([CH:13]=1)[C:8]([O:10][CH2:11][CH3:12])=[O:9])(=[O:50])[CH3:47]. The yield is 0.950. (3) The reactants are C([O:8][CH2:9][CH2:10][CH2:11][O:12][C:13]1[CH:14]=[CH:15][C:16]([F:32])=[C:17]2[C:22]=1[NH:21][CH:20]=[C:19]([C:23]1[CH:28]=[CH:27][C:26]([O:29][CH3:30])=[CH:25][CH:24]=1)[C:18]2=[O:31])C1C=CC=CC=1. The catalyst is [C].[Pd].C(O)C. The product is [F:32][C:16]1[CH:15]=[CH:14][C:13]([O:12][CH2:11][CH2:10][CH2:9][OH:8])=[C:22]2[C:17]=1[C:18](=[O:31])[C:19]([C:23]1[CH:24]=[CH:25][C:26]([O:29][CH3:30])=[CH:27][CH:28]=1)=[CH:20][NH:21]2. The yield is 0.530. (4) The reactants are [N:1]1[C:10]2[CH:9]=[CH:8][CH:7]=[C:6]([CH:11]=O)[C:5]=2[CH:4]=[CH:3][CH:2]=1.[OH-:13].[K+].[CH:15](Br)(Br)Br.[OH-:19].[K+].[CH3:21][OH:22]. The catalyst is CO.O1CCOCC1. The product is [CH3:15][O:13][CH:11]([C:6]1[CH:7]=[CH:8][CH:9]=[C:10]2[C:5]=1[CH:4]=[CH:3][CH:2]=[N:1]2)[C:21]([OH:22])=[O:19]. The yield is 0.580. (5) The reactants are [C:1]([O:5][C:6](=[O:35])[NH:7][C:8]1[S:9][C:10]([CH:14]([C:16]2[C:24]3[C:19](=[N:20][CH:21]=[C:22]([Cl:25])[CH:23]=3)[N:18]([S:26]([C:29]3[CH:34]=[CH:33][CH:32]=[CH:31][CH:30]=3)(=[O:28])=[O:27])[CH:17]=2)O)=[C:11]([Cl:13])[N:12]=1)([CH3:4])([CH3:3])[CH3:2].C([SiH](CC)CC)C.FC(F)(F)C(O)=O. The catalyst is ClCCl. The product is [C:1]([O:5][C:6](=[O:35])[NH:7][C:8]1[S:9][C:10]([CH2:14][C:16]2[C:24]3[C:19](=[N:20][CH:21]=[C:22]([Cl:25])[CH:23]=3)[N:18]([S:26]([C:29]3[CH:34]=[CH:33][CH:32]=[CH:31][CH:30]=3)(=[O:27])=[O:28])[CH:17]=2)=[C:11]([Cl:13])[N:12]=1)([CH3:4])([CH3:2])[CH3:3]. The yield is 0.887. (6) The reactants are [C:1]([C:5]1[O:9][N:8]=[C:7]([NH:10][C:11]([NH:13][C:14]2[CH:19]=[CH:18][CH:17]=[C:16]([SH:20])[CH:15]=2)=[O:12])[CH:6]=1)([CH3:4])([CH3:3])[CH3:2].[H-].[Na+].Cl[C:24]1[C:33]2[C:28](=[CH:29][C:30]([O:36][CH2:37][CH2:38][Cl:39])=[C:31]([O:34][CH3:35])[CH:32]=2)[N:27]=[CH:26][N:25]=1. The catalyst is C1COCC1.CN(C=O)C.C(OCC)(=O)C. The product is [C:1]([C:5]1[O:9][N:8]=[C:7]([NH:10][C:11]([NH:13][C:14]2[CH:19]=[CH:18][CH:17]=[C:16]([S:20][C:24]3[C:33]4[C:28](=[CH:29][C:30]([O:36][CH2:37][CH2:38][Cl:39])=[C:31]([O:34][CH3:35])[CH:32]=4)[N:27]=[CH:26][N:25]=3)[CH:15]=2)=[O:12])[CH:6]=1)([CH3:4])([CH3:2])[CH3:3]. The yield is 0.950. (7) The reactants are Cl[C:2]1[CH:11]=[C:10]([C:12]([F:15])([F:14])[F:13])[C:5]([C:6]([O:8][CH3:9])=[O:7])=[CH:4][N:3]=1.[F:16][C:17]([F:28])([F:27])[C:18]1[CH:23]=[CH:22][C:21](B(O)O)=[CH:20][CH:19]=1.[O-]P([O-])([O-])=O.[K+].[K+].[K+]. The catalyst is C1(C)C=CC=CC=1.C1C=CC(P(C2C=CC=CC=2)C2C=CC=CC=2)=CC=1.C1C=CC(P(C2C=CC=CC=2)C2C=CC=CC=2)=CC=1.Cl[Pd]Cl. The product is [CH3:9][O:8][C:6](=[O:7])[C:5]1[C:10]([C:12]([F:15])([F:14])[F:13])=[CH:11][C:2]([C:21]2[CH:22]=[CH:23][C:18]([C:17]([F:28])([F:27])[F:16])=[CH:19][CH:20]=2)=[N:3][CH:4]=1. The yield is 0.710. (8) The reactants are [N+:1]([C:4]1[CH:5]=[C:6]2[C:10](=[CH:11][CH:12]=1)[N:9]([CH:13]1[CH2:18][CH2:17][CH2:16][CH2:15][O:14]1)[N:8]=[C:7]2[CH:19]=O)([O-:3])=[O:2].[O:21]1[CH2:26][CH2:25][N:24]([C:27]2[CH:28]=[C:29]([NH2:34])[C:30]([NH2:33])=[CH:31][CH:32]=2)[CH2:23][CH2:22]1.S(=O)(O)[O-].[Na+]. The catalyst is C1COCC1.Cl.C(OCC)(=O)C. The product is [N+:1]([C:4]1[CH:5]=[C:6]2[C:10](=[CH:11][CH:12]=1)[N:9]([CH:13]1[CH2:18][CH2:17][CH2:16][CH2:15][O:14]1)[N:8]=[C:7]2[C:19]1[NH:33][C:30]2[CH:31]=[CH:32][C:27]([N:24]3[CH2:23][CH2:22][O:21][CH2:26][CH2:25]3)=[CH:28][C:29]=2[N:34]=1)([O-:3])=[O:2]. The yield is 0.500. (9) The reactants are [Cl:1][C:2]1[CH:7]=[CH:6][C:5]([O:8]C)=[CH:4][C:3]=1[CH2:10][S:11][C:12]1[N:17]=[C:16]([OH:18])[CH:15]=[C:14]([CH3:19])[N:13]=1.B(Br)(Br)Br. The catalyst is ClCCl. The product is [Cl:1][C:2]1[CH:7]=[CH:6][C:5]([OH:8])=[CH:4][C:3]=1[CH2:10][S:11][C:12]1[N:17]=[C:16]([OH:18])[CH:15]=[C:14]([CH3:19])[N:13]=1. The yield is 0.650.